From a dataset of CYP2C9 inhibition data for predicting drug metabolism from PubChem BioAssay. Regression/Classification. Given a drug SMILES string, predict its absorption, distribution, metabolism, or excretion properties. Task type varies by dataset: regression for continuous measurements (e.g., permeability, clearance, half-life) or binary classification for categorical outcomes (e.g., BBB penetration, CYP inhibition). Dataset: cyp2c9_veith. (1) The molecule is C=C(C)[C@H]1CC[C@]2(C(=O)O)CC[C@]3(C)[C@@H](CC[C@@H]4[C@]3(C)CC[C@H]3C(C)(C)[C@H](O)CC[C@]43C)[C@H]12. The result is 0 (non-inhibitor). (2) The drug is CC1(C)C(=O)C(c2ccccc2)=C2CN3C(=O)N(CCc4ccccc4)C(=O)C3(Cc3ccc(C(F)(F)F)cc3)C=C21. The result is 0 (non-inhibitor).